From a dataset of Full USPTO retrosynthesis dataset with 1.9M reactions from patents (1976-2016). Predict the reactants needed to synthesize the given product. (1) Given the product [CH3:20][O:21][C:22]1([O:42][CH3:43])[CH:41]=[CH:40][C:25]([C:26]([O:11][CH2:10][C@H:7]2[O:6][C@@H:5]([N:12]3[CH:19]=[CH:18][C:16](=[O:17])[NH:15][C:13]3=[O:14])[C@H:4]([N:1]=[N+:2]=[N-:3])[C@@H:8]2[O:9][C:44](=[O:46])[CH3:45])([C:33]2[CH:38]=[CH:37][CH:36]=[CH:35][CH:34]=2)[C:27]2[CH:32]=[CH:31][CH:30]=[CH:29][CH:28]=2)=[CH:24][CH2:23]1, predict the reactants needed to synthesize it. The reactants are: [N:1]([C@@H:4]1[C@H:8]([OH:9])[C@@H:7]([CH2:10][OH:11])[O:6][C@H:5]1[N:12]1[CH:19]=[CH:18][C:16](=[O:17])[NH:15][C:13]1=[O:14])=[N+:2]=[N-:3].[CH3:20][O:21][C:22]1([O:42][CH3:43])[CH:41]=[CH:40][C:25]([C:26](Cl)([C:33]2[CH:38]=[CH:37][CH:36]=[CH:35][CH:34]=2)[C:27]2[CH:32]=[CH:31][CH:30]=[CH:29][CH:28]=2)=[CH:24][CH2:23]1.[C:44](OC(=O)C)(=[O:46])[CH3:45]. (2) Given the product [Cl:1][C:2]1[CH:3]=[C:4]([NH:8][C:9]2[N:14]=[C:13]([C:15]([F:18])([F:17])[F:16])[C:12]([C:19]([OH:21])=[O:20])=[CH:11][N:10]=2)[CH:5]=[CH:6][CH:7]=1, predict the reactants needed to synthesize it. The reactants are: [Cl:1][C:2]1[CH:3]=[C:4]([NH:8][C:9]2[N:14]=[C:13]([C:15]([F:18])([F:17])[F:16])[C:12]([C:19]([O:21]CC3C=CC=CC=3)=[O:20])=[CH:11][N:10]=2)[CH:5]=[CH:6][CH:7]=1.[OH-].[K+]. (3) Given the product [CH:25]([O:33][CH2:1][C:5]1[CH:4]=[CH:8][CH:9]=[CH:10][CH:6]=1)=[CH2:24], predict the reactants needed to synthesize it. The reactants are: [CH2:1]1[CH:5]2[CH:6]3[CH:10]=[CH:9][CH:8]([CH:4]2C=C1)C3.C(C(Cl)C1C=CC=CC=1)=C.[N+]([C:24]1C=C([N+]([O-])=O)C=C[C:25]=1[OH:33])([O-])=O.[OH-].[Na+].Cl. (4) Given the product [ClH:4].[ClH:4].[CH2:18]1[C:17]2([CH2:30][CH2:31][CH:14]([N:11]3[CH2:12][CH2:13][N:8]4[N:7]=[CH:6][N:5]=[C:9]4[CH2:10]3)[CH2:15][CH2:16]2)[CH2:22][CH2:21][NH:20][CH2:19]1, predict the reactants needed to synthesize it. The reactants are: C([Cl:4])(=O)C.[N:5]1[CH:6]=[N:7][N:8]2[CH2:13][CH2:12][N:11]([CH:14]3[CH2:31][CH2:30][C:17]4([CH2:22][CH2:21][N:20](C(OC(C)(C)C)=O)[CH2:19][CH2:18]4)[CH2:16][CH2:15]3)[CH2:10][C:9]=12. (5) Given the product [O:31]=[C:29]1[C:28]2[C:27](=[CH:35][CH:34]=[CH:33][CH:32]=2)[C:26](=[O:36])[N:30]1[CH:6]([CH2:16][NH:17][C:18](=[O:19])[O:20][C:21]([CH3:24])([CH3:23])[CH3:22])[CH2:7][NH:8][C:9](=[O:10])[O:11][C:12]([CH3:15])([CH3:14])[CH3:13], predict the reactants needed to synthesize it. The reactants are: CS(O[CH:6]([CH2:16][NH:17][C:18]([O:20][C:21]([CH3:24])([CH3:23])[CH3:22])=[O:19])[CH2:7][NH:8][C:9]([O:11][C:12]([CH3:15])([CH3:14])[CH3:13])=[O:10])(=O)=O.[K].[C:26]1(=[O:36])[NH:30][C:29](=[O:31])[C:28]2=[CH:32][CH:33]=[CH:34][CH:35]=[C:27]12. (6) Given the product [C:37]([N:34]1[CH2:33][CH2:32][N:31]([C:28]2[CH:29]=[CH:30][C:25]([NH:24][C:21]([CH:9]3[CH2:8][CH2:7][C:6]4[C:11](=[C:12]([N:14]5[CH2:19][CH2:18][N:17]([CH3:20])[CH2:16][CH2:15]5)[CH:13]=[C:4]([O:3][CH3:2])[CH:5]=4)[O:10]3)=[O:23])=[CH:26][CH:27]=2)[CH2:36][CH2:35]1)(=[O:39])[CH3:38], predict the reactants needed to synthesize it. The reactants are: Cl.[CH3:2][O:3][C:4]1[CH:5]=[C:6]2[C:11](=[C:12]([N:14]3[CH2:19][CH2:18][N:17]([CH3:20])[CH2:16][CH2:15]3)[CH:13]=1)[O:10][CH:9]([C:21]([OH:23])=O)[CH2:8][CH2:7]2.[NH2:24][C:25]1[CH:30]=[CH:29][C:28]([N:31]2[CH2:36][CH2:35][N:34]([C:37](=[O:39])[CH3:38])[CH2:33][CH2:32]2)=[CH:27][CH:26]=1.